Dataset: Catalyst prediction with 721,799 reactions and 888 catalyst types from USPTO. Task: Predict which catalyst facilitates the given reaction. (1) Reactant: [Cl:1][C:2]1[N:3]=[CH:4][CH:5]=[C:6]2[CH:10]=[C:9]([C:11]([O:13]CC)=[O:12])[NH:8][C:7]=12.[OH-].[K+]. Product: [Cl:1][C:2]1[N:3]=[CH:4][CH:5]=[C:6]2[CH:10]=[C:9]([C:11]([OH:13])=[O:12])[NH:8][C:7]=12. The catalyst class is: 83. (2) Reactant: [OH:1][CH2:2][CH:3]([C:5]1[CH:6]=[C:7]([C:14]2([C:20]3[CH:25]=[CH:24][CH:23]=[CH:22][CH:21]=3)OCCC[O:15]2)[CH:8]=[CH:9][C:10]=1[N+:11]([O-:13])=[O:12])[CH3:4].Cl. Product: [C:14]([C:7]1[CH:8]=[CH:9][C:10]([N+:11]([O-:13])=[O:12])=[C:5]([CH:3]([CH3:4])[CH2:2][OH:1])[CH:6]=1)(=[O:15])[C:20]1[CH:21]=[CH:22][CH:23]=[CH:24][CH:25]=1. The catalyst class is: 40. (3) Reactant: [CH:1]1[C:13]2[CH:12]([CH2:14][O:15][C:16]([N:18]3[CH2:22][CH2:21][CH2:20][C@H:19]3[C:23]([OH:25])=[O:24])=[O:17])[C:11]3[C:6](=[CH:7][CH:8]=[CH:9][CH:10]=3)[C:5]=2[CH:4]=[CH:3][CH:2]=1.C(N(C(C)C)C(C)C)C.Br[CH2:36][C:37]([O:39][C:40]([CH3:43])([CH3:42])[CH3:41])=[O:38]. Product: [N:18]1([C:16]([O:15][CH2:14][CH:12]2[C:11]3[CH:10]=[CH:9][CH:8]=[CH:7][C:6]=3[C:5]3[C:13]2=[CH:1][CH:2]=[CH:3][CH:4]=3)=[O:17])[CH2:22][CH2:21][CH2:20][C@H:19]1[C:23]([O:25][CH2:36][C:37]([O:39][C:40]([CH3:43])([CH3:42])[CH3:41])=[O:38])=[O:24]. The catalyst class is: 2. (4) Reactant: [OH-].[Na+].[CH3:3][C:4]1[CH:9]=[CH:8][CH:7]=[CH:6][C:5]=1[C:10]1[CH:15]=[CH:14][C:13]([C:16]([O:18]C)=[O:17])=[CH:12][C:11]=1[C:20]([F:23])([F:22])[F:21]. Product: [CH3:3][C:4]1[CH:9]=[CH:8][CH:7]=[CH:6][C:5]=1[C:10]1[CH:15]=[CH:14][C:13]([C:16]([OH:18])=[O:17])=[CH:12][C:11]=1[C:20]([F:21])([F:22])[F:23]. The catalyst class is: 14. (5) Reactant: [CH3:1][C:2]1[CH:3]=[CH:4][C:5]([N:22]2[CH2:26][CH2:25][CH2:24][CH2:23]2)=[C:6]([CH2:8][N:9]2[CH2:14][CH2:13][N:12](C(OC(C)(C)C)=O)[CH2:11][CH2:10]2)[CH:7]=1.FC(F)(F)C(O)=O. Product: [CH3:1][C:2]1[CH:3]=[CH:4][C:5]([N:22]2[CH2:26][CH2:25][CH2:24][CH2:23]2)=[C:6]([CH2:8][N:9]2[CH2:14][CH2:13][NH:12][CH2:11][CH2:10]2)[CH:7]=1. The catalyst class is: 4.